This data is from Catalyst prediction with 721,799 reactions and 888 catalyst types from USPTO. The task is: Predict which catalyst facilitates the given reaction. (1) Reactant: [F:1][C:2]1[C:3](=[O:41])[N:4]([CH2:16][CH2:17][CH:18]([F:40])[CH2:19][N:20]2[CH:24]=[C:23]([C:25](=[O:39])[NH:26][CH2:27][C:28]3[CH:33]=[CH:32][CH:31]=[C:30]([O:34][C:35]([F:38])([F:37])[F:36])[CH:29]=3)[N:22]=[N:21]2)[CH:5]=[CH:6][C:7]=1[NH:8][C:9](=[O:15])[C:10]([O:12]CC)=[O:11].[OH-].[Li+:43]. Product: [F:1][C:2]1[C:3](=[O:41])[N:4]([CH2:16][CH2:17][CH:18]([F:40])[CH2:19][N:20]2[CH:24]=[C:23]([C:25](=[O:39])[NH:26][CH2:27][C:28]3[CH:33]=[CH:32][CH:31]=[C:30]([O:34][C:35]([F:38])([F:36])[F:37])[CH:29]=3)[N:22]=[N:21]2)[CH:5]=[CH:6][C:7]=1[NH:8][C:9](=[O:15])[C:10]([O-:12])=[O:11].[Li+:43]. The catalyst class is: 36. (2) Reactant: C(=O)([O-])[O-].[K+].[K+].O.Cl.[Br:9][C:10]1[CH:19]=[C:18]2[C:13]([C:14]([NH:27][CH2:28][C:29]([OH:32])([CH3:31])[CH3:30])=[C:15]([NH:20][C:21](=O)[CH2:22][O:23][CH2:24][CH3:25])[CH:16]=[N:17]2)=[N:12][CH:11]=1. Product: [Br:9][C:10]1[CH:11]=[N:12][C:13]2[C:14]3[N:27]([CH2:28][C:29]([CH3:31])([OH:32])[CH3:30])[C:21]([CH2:22][O:23][CH2:24][CH3:25])=[N:20][C:15]=3[CH:16]=[N:17][C:18]=2[CH:19]=1. The catalyst class is: 8. (3) Reactant: Cl[CH2:2][CH2:3][NH:4][C:5]([NH:7][C:8]1[CH:13]=[CH:12][C:11]([O:14][CH3:15])=[CH:10][CH:9]=1)=[O:6].CC(C)([O-])C.[K+].[O-]CCCC.[K+].Cl. Product: [CH3:15][O:14][C:11]1[CH:12]=[CH:13][C:8]([N:7]2[CH2:2][CH2:3][NH:4][C:5]2=[O:6])=[CH:9][CH:10]=1. The catalyst class is: 107. (4) Reactant: [CH3:1][O:2][CH2:3][CH:4]1[O:6][CH2:5]1.[CH2:7]([O:9][C:10](=[O:13])[CH2:11][NH2:12])[CH3:8]. Product: [OH:6][CH:4]([CH2:3][O:2][CH3:1])[CH2:5][NH:12][CH2:11][C:10]([O:9][CH2:7][CH3:8])=[O:13]. The catalyst class is: 8. (5) Reactant: [C:1]([C:4]1[CH:9]=[CH:8][C:7]([NH:10][CH2:11][C:12]2[N:16]([CH3:17])[C:15]3[CH:18]=[CH:19][C:20]([C:22]([N:24]([C:32]4[CH:37]=[CH:36][CH:35]=[CH:34][N:33]=4)[CH2:25][CH2:26][C:27]([O:29][CH2:30][CH3:31])=[O:28])=[O:23])=[CH:21][C:14]=3[N:13]=2)=[CH:6][CH:5]=1)(=[NH:3])[NH2:2].Cl[C:39]([O:41][CH2:42][CH2:43][CH2:44][CH2:45][CH2:46][CH3:47])=[O:40].C(=O)([O-])[O-].[K+].[K+]. Product: [CH3:47][CH2:46][CH2:45][CH2:44][CH2:43][CH2:42][O:41][C:39](/[N:3]=[C:1](\[NH2:2])/[C:4]1[CH:5]=[CH:6][C:7]([NH:10][CH2:11][C:12]2[N:16]([CH3:17])[C:15]3[CH:18]=[CH:19][C:20]([C:22]([N:24]([C:32]4[CH:37]=[CH:36][CH:35]=[CH:34][N:33]=4)[CH2:25][CH2:26][C:27]([O:29][CH2:30][CH3:31])=[O:28])=[O:23])=[CH:21][C:14]=3[N:13]=2)=[CH:8][CH:9]=1)=[O:40]. The catalyst class is: 30. (6) Reactant: [C:1]([CH2:3][C:4](O)=[O:5])#[N:2].[CH2:7]([O:9][C:10]([C:12]1[C:16]([C:17]2[CH:22]=[CH:21][C:20]([O:23][CH2:24][CH:25]=[CH2:26])=[CH:19][CH:18]=2)=[C:15]([CH3:27])[S:14][C:13]=1[NH2:28])=[O:11])[CH3:8].C([O-])([O-])=O.[Na+].[Na+]. Product: [CH2:7]([O:9][C:10]([C:12]1[C:16]([C:17]2[CH:22]=[CH:21][C:20]([O:23][CH2:24][CH:25]=[CH2:26])=[CH:19][CH:18]=2)=[C:15]([CH3:27])[S:14][C:13]=1[NH:28][C:4](=[O:5])[CH2:3][C:1]#[N:2])=[O:11])[CH3:8]. The catalyst class is: 2.